Dataset: Catalyst prediction with 721,799 reactions and 888 catalyst types from USPTO. Task: Predict which catalyst facilitates the given reaction. (1) Reactant: [F:1][C:2]1[CH:7]=[C:6]([C:8]2[CH:9]=[C:10]3[CH:16]=[CH:15][NH:14][C:11]3=[N:12][CH:13]=2)[CH:5]=[CH:4][C:3]=1[CH:17]1[CH2:22][CH2:21][N:20]([C:23]([O:25][C:26]([CH3:29])([CH3:28])[CH3:27])=[O:24])[CH2:19][CH2:18]1.[I:30]N1C(=O)CCC1=O. Product: [F:1][C:2]1[CH:7]=[C:6]([C:8]2[CH:9]=[C:10]3[C:16]([I:30])=[CH:15][NH:14][C:11]3=[N:12][CH:13]=2)[CH:5]=[CH:4][C:3]=1[CH:17]1[CH2:22][CH2:21][N:20]([C:23]([O:25][C:26]([CH3:29])([CH3:28])[CH3:27])=[O:24])[CH2:19][CH2:18]1. The catalyst class is: 2. (2) The catalyst class is: 1. Product: [CH:21]1([CH:6]([C:5]2[CH:17]=[CH:18][C:2]([F:1])=[C:3]([O:19][CH3:20])[CH:4]=2)[CH:7]2[C:8](=[O:16])[O:9][C:10]([CH3:15])([CH3:14])[O:11][C:12]2=[O:13])[CH2:23][CH2:22]1. Reactant: [F:1][C:2]1[CH:18]=[CH:17][C:5]([CH:6]=[C:7]2[C:12](=[O:13])[O:11][C:10]([CH3:15])([CH3:14])[O:9][C:8]2=[O:16])=[CH:4][C:3]=1[O:19][CH3:20].[CH:21]1([Mg]Br)[CH2:23][CH2:22]1.Cl.C(=O)([O-])O.[Na+]. (3) Reactant: CS(C)=O.C(Cl)(=O)C(Cl)=O.[CH2:11]([O:18][C:19]([N:21]1[C@@H:25]([CH2:26][CH2:27][OH:28])[CH2:24][O:23][C:22]1([CH3:30])[CH3:29])=[O:20])[C:12]1[CH:17]=[CH:16][CH:15]=[CH:14][CH:13]=1.CCN(CC)CC. Product: [CH2:11]([O:18][C:19]([N:21]1[C@@H:25]([CH2:26][CH:27]=[O:28])[CH2:24][O:23][C:22]1([CH3:30])[CH3:29])=[O:20])[C:12]1[CH:17]=[CH:16][CH:15]=[CH:14][CH:13]=1. The catalyst class is: 2.